Dataset: NCI-60 drug combinations with 297,098 pairs across 59 cell lines. Task: Regression. Given two drug SMILES strings and cell line genomic features, predict the synergy score measuring deviation from expected non-interaction effect. (1) Drug 1: CCC1=CC2CC(C3=C(CN(C2)C1)C4=CC=CC=C4N3)(C5=C(C=C6C(=C5)C78CCN9C7C(C=CC9)(C(C(C8N6C)(C(=O)OC)O)OC(=O)C)CC)OC)C(=O)OC.C(C(C(=O)O)O)(C(=O)O)O. Drug 2: CC1OCC2C(O1)C(C(C(O2)OC3C4COC(=O)C4C(C5=CC6=C(C=C35)OCO6)C7=CC(=C(C(=C7)OC)O)OC)O)O. Cell line: DU-145. Synergy scores: CSS=75.7, Synergy_ZIP=0.257, Synergy_Bliss=-0.0374, Synergy_Loewe=2.85, Synergy_HSA=2.76. (2) Drug 1: C1=C(C(=O)NC(=O)N1)N(CCCl)CCCl. Drug 2: C1=NC2=C(N1)C(=S)N=C(N2)N. Cell line: SW-620. Synergy scores: CSS=37.0, Synergy_ZIP=-3.88, Synergy_Bliss=2.74, Synergy_Loewe=-2.49, Synergy_HSA=3.15. (3) Drug 1: CC1=C(C(=CC=C1)Cl)NC(=O)C2=CN=C(S2)NC3=CC(=NC(=N3)C)N4CCN(CC4)CCO. Synergy scores: CSS=59.6, Synergy_ZIP=-10.7, Synergy_Bliss=-21.7, Synergy_Loewe=-20.2, Synergy_HSA=-18.4. Cell line: K-562. Drug 2: CC1C(C(CC(O1)OC2CC(CC3=C2C(=C4C(=C3O)C(=O)C5=CC=CC=C5C4=O)O)(C(=O)C)O)N)O. (4) Drug 1: CCCCCOC(=O)NC1=NC(=O)N(C=C1F)C2C(C(C(O2)C)O)O. Drug 2: C1CCC(C(C1)N)N.C(=O)(C(=O)[O-])[O-].[Pt+4]. Cell line: KM12. Synergy scores: CSS=7.67, Synergy_ZIP=-6.25, Synergy_Bliss=-3.23, Synergy_Loewe=-19.5, Synergy_HSA=-3.82. (5) Drug 1: CC(C1=C(C=CC(=C1Cl)F)Cl)OC2=C(N=CC(=C2)C3=CN(N=C3)C4CCNCC4)N. Drug 2: COC1=C(C=C2C(=C1)N=CN=C2NC3=CC(=C(C=C3)F)Cl)OCCCN4CCOCC4. Cell line: KM12. Synergy scores: CSS=58.0, Synergy_ZIP=5.86, Synergy_Bliss=5.11, Synergy_Loewe=6.66, Synergy_HSA=9.42. (6) Drug 1: CC(C)(C#N)C1=CC=C(C=C1)N2C3=C4C=C(C=CC4=NC=C3N(C2=O)C)C5=CC6=CC=CC=C6N=C5. Drug 2: CN1C=C(C=N1)C2=C3N=C(C(=C(N3N=C2)N)Br)C4CCCNC4. Cell line: SW-620. Synergy scores: CSS=58.0, Synergy_ZIP=7.52, Synergy_Bliss=7.15, Synergy_Loewe=-39.6, Synergy_HSA=7.34. (7) Drug 1: C1=C(C(=O)NC(=O)N1)F. Drug 2: CN(C)C1=NC(=NC(=N1)N(C)C)N(C)C. Cell line: MDA-MB-231. Synergy scores: CSS=17.7, Synergy_ZIP=1.29, Synergy_Bliss=3.69, Synergy_Loewe=-7.55, Synergy_HSA=0.768. (8) Drug 1: C1=CC(=CC=C1CC(C(=O)O)N)N(CCCl)CCCl.Cl. Drug 2: CCCCCOC(=O)NC1=NC(=O)N(C=C1F)C2C(C(C(O2)C)O)O. Cell line: KM12. Synergy scores: CSS=7.36, Synergy_ZIP=-1.67, Synergy_Bliss=1.70, Synergy_Loewe=0.713, Synergy_HSA=2.32. (9) Drug 1: C1CC(C1)(C(=O)O)C(=O)O.[NH2-].[NH2-].[Pt+2]. Drug 2: C1CN(CCN1C(=O)CCBr)C(=O)CCBr. Cell line: TK-10. Synergy scores: CSS=5.69, Synergy_ZIP=-0.735, Synergy_Bliss=-0.110, Synergy_Loewe=-2.33, Synergy_HSA=0.0778.